This data is from Reaction yield outcomes from USPTO patents with 853,638 reactions. The task is: Predict the reaction yield, written as a fraction of the theoretical maximum amount of product (1.0 means a 100% yield; for example, 0.34 means a 34% yield). (1) The reactants are Br[C:2]1[CH:3]=[C:4]([CH2:9][CH2:10][C:11]2[NH:12][CH:13]=[C:14]([CH2:18][C:19]3[CH:20]=[N:21][C:22]([O:25][CH3:26])=[N:23][CH:24]=3)[C:15](=[O:17])[N:16]=2)[CH:5]=[CH:6][C:7]=1[F:8].[Cu][C:28]#[N:29]. The catalyst is CN1C(=O)CCC1. The product is [F:8][C:7]1[CH:6]=[CH:5][C:4]([CH2:9][CH2:10][C:11]2[NH:12][CH:13]=[C:14]([CH2:18][C:19]3[CH:20]=[N:21][C:22]([O:25][CH3:26])=[N:23][CH:24]=3)[C:15](=[O:17])[N:16]=2)=[CH:3][C:2]=1[C:28]#[N:29]. The yield is 0.306. (2) The reactants are [C:1]1([C@H:7]([CH2:9][OH:10])[NH2:8])[CH:6]=[CH:5][CH:4]=[CH:3][CH:2]=1.[S:11]1[CH2:17][C:15](=[O:16])[NH:14][C:12]1=S.CCN(C(C)C)C(C)C. The catalyst is C(#N)C. The product is [OH:10][CH2:9][C@H:7]([NH:8][C:12]1[S:11][CH2:17][C:15](=[O:16])[N:14]=1)[C:1]1[CH:6]=[CH:5][CH:4]=[CH:3][CH:2]=1. The yield is 0.500. (3) The reactants are [Cl:1][C:2]1[CH:3]=[C:4]([CH:12]=C)[CH:5]=[C:6]2[C:11]=1[N:10]=[CH:9][CH:8]=[CH:7]2.CO.[O:16]=[O+][O-].CSC. The catalyst is C(Cl)Cl.O. The product is [Cl:1][C:2]1[CH:3]=[C:4]([CH:12]=[O:16])[CH:5]=[C:6]2[C:11]=1[N:10]=[CH:9][CH:8]=[CH:7]2. The yield is 0.770. (4) The reactants are [Cl:1][CH:2](Cl)[CH3:3].C[Al](C)C.Cl[CH2:10][CH2:11][CH2:12][C:13]#[CH:14].Cl[CH2:16][C:17]1[C:22](C)=[C:21]([O:24][CH3:25])[C:20]([CH3:26])=[C:19]([CH3:27])[C:18]=1[O:28][CH3:29].[Li][CH2:31]CCC. The catalyst is C1COCC1.[Cl-].[Cl-].[CH-]1C=CC=C1.[CH-]1C=CC=C1.[Zr+2].Cl[Ni](Cl)([P](C1C=CC=CC=1)(C1C=CC=CC=1)C1C=CC=CC=1)[P](C1C=CC=CC=1)(C1C=CC=CC=1)C1C=CC=CC=1. The product is [Cl:1][CH2:2][CH2:3][CH2:14][CH2:13]/[C:12](/[CH3:31])=[CH:11]/[CH2:10][C:22]1[C:17]([CH3:16])=[C:18]([O:28][CH3:29])[C:19]([CH3:27])=[C:20]([CH3:26])[C:21]=1[O:24][CH3:25]. The yield is 0.946. (5) The reactants are [Cl:1][C:2]1[N:7]=[N:6][C:5]([C:8](OCC)=[O:9])=[C:4]([NH:13][C:14]2[CH:19]=[CH:18][CH:17]=[C:16]([CH2:20][CH2:21][CH3:22])[N:15]=2)[CH:3]=1.[NH3:23]. No catalyst specified. The product is [Cl:1][C:2]1[N:7]=[N:6][C:5]([C:8]([NH2:23])=[O:9])=[C:4]([NH:13][C:14]2[CH:19]=[CH:18][CH:17]=[C:16]([CH2:20][CH2:21][CH3:22])[N:15]=2)[CH:3]=1. The yield is 0.940. (6) The reactants are [Br:1][C:2]1[CH:7]=[CH:6][C:5]([CH:8]([NH2:10])[CH3:9])=[C:4]([F:11])[CH:3]=1.[C:12](O[C:12]([O:14][C:15]([CH3:18])([CH3:17])[CH3:16])=[O:13])([O:14][C:15]([CH3:18])([CH3:17])[CH3:16])=[O:13]. No catalyst specified. The product is [Br:1][C:2]1[CH:7]=[CH:6][C:5]([CH:8]([NH:10][C:12](=[O:13])[O:14][C:15]([CH3:18])([CH3:17])[CH3:16])[CH3:9])=[C:4]([F:11])[CH:3]=1. The yield is 0.730.